This data is from Full USPTO retrosynthesis dataset with 1.9M reactions from patents (1976-2016). The task is: Predict the reactants needed to synthesize the given product. (1) Given the product [Cl:13][C:7]1[CH:6]=[N:5][N:4]([CH:2]([CH3:1])[CH3:3])[C:8]=1[C:9]([O:11][CH3:12])=[O:10], predict the reactants needed to synthesize it. The reactants are: [CH3:1][CH:2]([N:4]1[C:8]([C:9]([O:11][CH3:12])=[O:10])=[CH:7][CH:6]=[N:5]1)[CH3:3].[Cl:13]N1C(=O)CCC1=O. (2) Given the product [Cl:1][C:2]1[CH:3]=[C:4]([N:5]=[C:18]=[S:19])[CH:6]=[CH:7][C:8]=1[S:9]([CH3:12])(=[O:11])=[O:10], predict the reactants needed to synthesize it. The reactants are: [Cl:1][C:2]1[CH:3]=[C:4]([CH:6]=[CH:7][C:8]=1[S:9]([CH3:12])(=[O:11])=[O:10])[NH2:5].C(=O)([O-])[O-].[Ca+2].[C:18](Cl)(Cl)=[S:19].Cl. (3) The reactants are: [Br:1][C:2]1[CH:10]=[C:9]([F:11])[CH:8]=[C:7]2[C:3]=1[CH:4]=[C:5]([C:12](OC)=[O:13])[NH:6]2.[H-].C([Al+]CC(C)C)C(C)C.Cl. Given the product [Br:1][C:2]1[CH:10]=[C:9]([F:11])[CH:8]=[C:7]2[C:3]=1[CH:4]=[C:5]([CH2:12][OH:13])[NH:6]2, predict the reactants needed to synthesize it. (4) Given the product [CH2:18]([O:22][C:8]1[CH:9]=[C:10]([CH:13]=[CH:14][C:15]=1[OH:16])[CH:11]=[O:12])[CH2:19][CH2:20][CH3:21], predict the reactants needed to synthesize it. The reactants are: [Na].CN(C)C=O.Br[C:8]1[CH:9]=[C:10]([CH:13]=[CH:14][C:15]=1[OH:16])[CH:11]=[O:12].Cl.[CH2:18]([OH:22])[CH2:19][CH2:20][CH3:21]. (5) Given the product [F:1][C:2]1[CH:10]=[C:6]([C:7]([NH:20][C@H:21]([C:23]2[CH:32]=[CH:31][C:26]([C:27]([OH:29])=[O:28])=[CH:25][CH:24]=2)[CH3:22])=[O:9])[C:5]([O:11][C:12]2[CH:17]=[CH:16][C:15]([F:18])=[CH:14][CH:13]=2)=[N:4][CH:3]=1, predict the reactants needed to synthesize it. The reactants are: [F:1][C:2]1[CH:3]=[N:4][C:5]([O:11][C:12]2[CH:17]=[CH:16][C:15]([F:18])=[CH:14][CH:13]=2)=[C:6]([CH:10]=1)[C:7]([OH:9])=O.Cl.[NH2:20][C@H:21]([C:23]1[CH:32]=[CH:31][C:26]([C:27]([O:29]C)=[O:28])=[CH:25][CH:24]=1)[CH3:22]. (6) The reactants are: [H-].[H-].[H-].[H-].[Li+].[Al+3].CC1C=CC(S(O[CH2:18][C@@H:19]2[CH2:28][C:27]3[C:22](=[CH:23][CH:24]=[CH:25][CH:26]=3)[CH2:21][N:20]2[S:29]([C:32]2[CH:37]=[CH:36][C:35]([CH3:38])=[CH:34][CH:33]=2)(=[O:31])=[O:30])(=O)=O)=CC=1.[OH-].[Na+]. Given the product [CH3:18][C@@H:19]1[CH2:28][C:27]2[C:22](=[CH:23][CH:24]=[CH:25][CH:26]=2)[CH2:21][N:20]1[S:29]([C:32]1[CH:33]=[CH:34][C:35]([CH3:38])=[CH:36][CH:37]=1)(=[O:31])=[O:30], predict the reactants needed to synthesize it. (7) Given the product [Cl:3][C:4]1[C:9]([CH3:10])=[CH:8][CH:7]=[C:6]([F:11])[C:5]=1[CH:12]([OH:14])[CH3:13], predict the reactants needed to synthesize it. The reactants are: CO.[Cl:3][C:4]1[C:9]([CH3:10])=[CH:8][CH:7]=[C:6]([F:11])[C:5]=1[C:12](=[O:14])[CH3:13].[BH4-].[Na+].Cl. (8) Given the product [CH3:19][C:18]1[CH:17]=[C:16]2[C:4](=[CH:12][C:13]=1[CH3:14])[CH:5]=[N:8][C:20]([NH2:21])=[CH:15]2.[CH3:12][C:13]1[C:18]([CH3:19])=[CH:17][CH:16]=[C:4]2[C:14]=1[CH:15]=[C:20]([NH2:21])[N:8]=[CH:5]2, predict the reactants needed to synthesize it. The reactants are: C(O[CH:4](OCC)[C:5](=[NH:8])OC)C.[CH3:12][C:13]1[CH:14]=[C:15]([CH2:20][NH2:21])[CH:16]=[CH:17][C:18]=1[CH3:19].